Dataset: Full USPTO retrosynthesis dataset with 1.9M reactions from patents (1976-2016). Task: Predict the reactants needed to synthesize the given product. (1) Given the product [CH2:31]([O:30][C@H:11]1[C@H:12]([O:22][CH2:23][C:24]2[CH:29]=[CH:28][CH:27]=[CH:26][CH:25]=2)[C@@H:13]([O:14][CH2:15][C:16]2[CH:17]=[CH:18][CH:19]=[CH:20][CH:21]=2)[C@H:8]([C:63]2[CH:64]=[C:65]([CH2:73][C:74]3[CH:79]=[CH:78][C:77]([O:80][CH2:81][CH3:82])=[CH:76][CH:75]=3)[C:66]([Cl:72])=[C:67]([O:68][CH2:69][CH:70]=[CH2:71])[C:62]=2[O:61][CH2:58][CH:59]=[CH2:60])[O:9][C@@H:10]1[CH2:38][O:39][CH2:40][C:41]1[CH:42]=[CH:43][CH:44]=[CH:45][CH:46]=1)[C:32]1[CH:33]=[CH:34][CH:35]=[CH:36][CH:37]=1, predict the reactants needed to synthesize it. The reactants are: BrC1C([C@H:8]2[C@H:13]([O:14][CH2:15][C:16]3[CH:21]=[CH:20][CH:19]=[CH:18][CH:17]=3)[C@@H:12]([O:22][CH2:23][C:24]3[CH:29]=[CH:28][CH:27]=[CH:26][CH:25]=3)[C@H:11]([O:30][CH2:31][C:32]3[CH:37]=[CH:36][CH:35]=[CH:34][CH:33]=3)[C@@H:10]([CH2:38][O:39][CH2:40][C:41]3[CH:46]=[CH:45][CH:44]=[CH:43][CH:42]=3)[O:9]2)=CC(CC2C=CC(CC)=CC=2)=C(Cl)C=1O.[CH2:58]([O:61][C:62]1[C:67]([O:68][CH2:69][CH:70]=[CH2:71])=[C:66]([Cl:72])[C:65]([CH2:73][C:74]2[CH:79]=[CH:78][C:77]([O:80][CH2:81][CH3:82])=[CH:76][CH:75]=2)=[CH:64][C:63]=1Br)[CH:59]=[CH2:60]. (2) Given the product [Cl:1][C:2]1[CH:7]=[CH:6][CH:5]=[CH:4][C:3]=1[N:8]1[C:12]([C:13]2[N:14]=[C:15]3[C:21]4[CH:22]=[CH:23][C:24]([C:26]([NH:36][CH2:35][CH2:34][S:31]([CH3:30])(=[O:33])=[O:32])=[O:27])=[CH:25][C:20]=4[O:19][CH2:18][CH2:17][N:16]3[CH:29]=2)=[N:11][CH:10]=[N:9]1, predict the reactants needed to synthesize it. The reactants are: [Cl:1][C:2]1[CH:7]=[CH:6][CH:5]=[CH:4][C:3]=1[N:8]1[C:12]([C:13]2[N:14]=[C:15]3[C:21]4[CH:22]=[CH:23][C:24]([C:26](O)=[O:27])=[CH:25][C:20]=4[O:19][CH2:18][CH2:17][N:16]3[CH:29]=2)=[N:11][CH:10]=[N:9]1.[CH3:30][S:31]([CH2:34][CH2:35][NH2:36])(=[O:33])=[O:32]. (3) Given the product [C:1]([O:5][C:6](=[O:24])[NH:7][CH:8]1[CH2:13][CH2:12][N:11]([C:14]2[N:15]([CH2:22][CH3:23])[C:16](=[O:21])[CH:17]=[C:18]([C:28]3[CH:29]=[CH:30][C:31]([C:32]#[N:33])=[C:26]([F:25])[CH:27]=3)[N:19]=2)[CH2:10][CH2:9]1)([CH3:4])([CH3:3])[CH3:2], predict the reactants needed to synthesize it. The reactants are: [C:1]([O:5][C:6](=[O:24])[NH:7][CH:8]1[CH2:13][CH2:12][N:11]([C:14]2[N:15]([CH2:22][CH3:23])[C:16](=[O:21])[CH:17]=[C:18](Cl)[N:19]=2)[CH2:10][CH2:9]1)([CH3:4])([CH3:3])[CH3:2].[F:25][C:26]1[CH:27]=[C:28](B(O)O)[CH:29]=[CH:30][C:31]=1[C:32]#[N:33].C([O-])([O-])=O.[Na+].[Na+]. (4) Given the product [OH:4][CH2:3][CH2:2][NH:1][C:19]([C:18]1[CH:22]=[CH:23][N:24]=[CH:25][C:17]=1[NH:16][C:14]([C:12]1[C:11]([NH:26][C:27]2[CH:28]=[N:29][CH:30]=[N:31][CH:32]=2)=[CH:10][CH:9]=[C:8]([CH:5]2[CH2:7][CH2:6]2)[N:13]=1)=[O:15])=[O:20], predict the reactants needed to synthesize it. The reactants are: [NH2:1][CH2:2][CH2:3][OH:4].[CH:5]1([C:8]2[N:13]=[C:12]([C:14]([NH:16][C:17]3[CH:25]=[N:24][CH:23]=[CH:22][C:18]=3[C:19](O)=[O:20])=[O:15])[C:11]([NH:26][C:27]3[CH:28]=[N:29][CH:30]=[N:31][CH:32]=3)=[CH:10][CH:9]=2)[CH2:7][CH2:6]1. (5) Given the product [CH3:12][O:13][C:14](=[O:19])[C:15]([O:10][C:5]1[CH:4]=[C:3]([F:11])[C:2]([Cl:1])=[CH:9][C:6]=1[CH:7]=[O:8])([CH3:17])[CH3:16], predict the reactants needed to synthesize it. The reactants are: [Cl:1][C:2]1[C:3]([F:11])=[CH:4][C:5]([OH:10])=[C:6]([CH:9]=1)[CH:7]=[O:8].[CH3:12][O:13][C:14](=[O:19])[C:15](Br)([CH3:17])[CH3:16].C([O-])([O-])=O.[K+].[K+]. (6) Given the product [NH2:7][CH2:8][C@H:9]1[CH2:14][CH2:13][C@H:12]([CH2:15][NH:16][C:17]2[N:26]=[C:25]([N:27]([CH3:29])[CH3:28])[C:24]3[C:19](=[CH:20][CH:21]=[CH:22][CH:23]=3)[N:18]=2)[CH2:11][CH2:10]1, predict the reactants needed to synthesize it. The reactants are: C(OC(=O)[NH:7][CH2:8][C@H:9]1[CH2:14][CH2:13][C@H:12]([CH2:15][NH:16][C:17]2[N:26]=[C:25]([N:27]([CH3:29])[CH3:28])[C:24]3[C:19](=[CH:20][CH:21]=[CH:22][CH:23]=3)[N:18]=2)[CH2:11][CH2:10]1)(C)(C)C.Cl.C([O-])(O)=O.[Na+]. (7) Given the product [C:2]([C:3]1[NH:7][C:6]2[C:5]([CH:4]=1)=[CH:11][C:10]([N+:12]([O-:14])=[O:13])=[CH:9][CH:8]=2)([CH3:16])([CH3:15])[CH3:1], predict the reactants needed to synthesize it. The reactants are: [CH3:1][C:2]([CH3:16])([CH3:15])[C:3]#[C:4][C:5]1[CH:11]=[C:10]([N+:12]([O-:14])=[O:13])[CH:9]=[CH:8][C:6]=1[NH2:7]. (8) The reactants are: [O:1]=[C:2]1[C:7]([C:8]([OH:10])=O)=[CH:6][CH:5]=[N:4][N:3]1[C:11]1[CH:16]=[CH:15][CH:14]=[CH:13][CH:12]=1.[C:17](Cl)(=[O:21])[C:18](Cl)=O.C(N(CC)CC)C.[C:30]1(=O)[CH2:35][CH2:34]CC[C:31]1=[O:36]. Given the product [O:1]=[C:2]1[C:7]([C:8]([CH:18]2[C:17](=[O:21])[CH2:34][CH2:35][CH2:30][C:31]2=[O:36])=[O:10])=[CH:6][CH:5]=[N:4][N:3]1[C:11]1[CH:16]=[CH:15][CH:14]=[CH:13][CH:12]=1, predict the reactants needed to synthesize it. (9) Given the product [Cl:13][C:10]1[CH:11]=[CH:12][C:7]([C:5]2[N:6]=[C:2]([N:28]3[CH:29]=[CH:30][N:31]=[C:27]3[CH2:25][CH3:26])[O:3][C:4]=2[CH2:14][CH2:15][CH2:16][O:17][C:18]2[CH:23]=[CH:22][CH:21]=[CH:20][C:19]=2[CH3:24])=[CH:8][CH:9]=1, predict the reactants needed to synthesize it. The reactants are: Cl[C:2]1[O:3][C:4]([CH2:14][CH2:15][CH2:16][O:17][C:18]2[CH:23]=[CH:22][CH:21]=[CH:20][C:19]=2[CH3:24])=[C:5]([C:7]2[CH:12]=[CH:11][C:10]([Cl:13])=[CH:9][CH:8]=2)[N:6]=1.[CH2:25]([C:27]1[NH:28][CH:29]=[CH:30][N:31]=1)[CH3:26].C(=O)([O-])[O-].[K+].[K+].CN(C)C=O. (10) The reactants are: [C:1]1([C:9]([CH:11]([C:13]2[CH:20]=[CH:19][C:16]([O:17][CH3:18])=[CH:15][CH:14]=2)O)=[O:10])[CH:8]=[CH:7][C:4]([O:5][CH3:6])=[CH:3][CH:2]=1.[C:21](=O)([O:23]C)[NH2:22].N1C=CC=CC=1. Given the product [CH3:18][O:17][C:16]1[CH:19]=[CH:20][C:13]([C:11]2[NH:22][C:21](=[O:23])[O:10][C:9]=2[C:1]2[CH:8]=[CH:7][C:4]([O:5][CH3:6])=[CH:3][CH:2]=2)=[CH:14][CH:15]=1, predict the reactants needed to synthesize it.